Task: Regression. Given two drug SMILES strings and cell line genomic features, predict the synergy score measuring deviation from expected non-interaction effect.. Dataset: NCI-60 drug combinations with 297,098 pairs across 59 cell lines (1) Drug 1: C1=C(C(=O)NC(=O)N1)F. Drug 2: CC1CCC2CC(C(=CC=CC=CC(CC(C(=O)C(C(C(=CC(C(=O)CC(OC(=O)C3CCCCN3C(=O)C(=O)C1(O2)O)C(C)CC4CCC(C(C4)OC)O)C)C)O)OC)C)C)C)OC. Cell line: CCRF-CEM. Synergy scores: CSS=36.0, Synergy_ZIP=-14.8, Synergy_Bliss=-15.8, Synergy_Loewe=-4.95, Synergy_HSA=-3.59. (2) Drug 1: COC1=C(C=C2C(=C1)N=CN=C2NC3=CC(=C(C=C3)F)Cl)OCCCN4CCOCC4. Drug 2: CC1=C(N=C(N=C1N)C(CC(=O)N)NCC(C(=O)N)N)C(=O)NC(C(C2=CN=CN2)OC3C(C(C(C(O3)CO)O)O)OC4C(C(C(C(O4)CO)O)OC(=O)N)O)C(=O)NC(C)C(C(C)C(=O)NC(C(C)O)C(=O)NCCC5=NC(=CS5)C6=NC(=CS6)C(=O)NCCC[S+](C)C)O. Cell line: LOX IMVI. Synergy scores: CSS=12.2, Synergy_ZIP=-4.28, Synergy_Bliss=1.41, Synergy_Loewe=2.80, Synergy_HSA=3.57.